From a dataset of Full USPTO retrosynthesis dataset with 1.9M reactions from patents (1976-2016). Predict the reactants needed to synthesize the given product. Given the product [CH3:22][N:21]([CH3:28])[C:12]1([C:15]2[CH:16]=[CH:17][CH:18]=[CH:19][CH:20]=2)[CH2:11][CH2:10][C:9]([N:23]([CH3:25])[CH3:24])([C:6]2[CH:5]=[CH:4][C:3]([O:2][CH3:1])=[CH:8][CH:7]=2)[CH2:14][CH2:13]1, predict the reactants needed to synthesize it. The reactants are: [CH3:1][O:2][C:3]1[CH:8]=[CH:7][C:6]([C:9]2([N:23]([CH3:25])[CH3:24])[CH2:14][CH2:13][C:12]([NH:21][CH3:22])([C:15]3[CH:20]=[CH:19][CH:18]=[CH:17][CH:16]=3)[CH2:11][CH2:10]2)=[CH:5][CH:4]=1.C=O.[C:28](B)#N.[Na].C(O)(=O)C.